Dataset: Reaction yield outcomes from USPTO patents with 853,638 reactions. Task: Predict the reaction yield, written as a fraction of the theoretical maximum amount of product (1.0 means a 100% yield; for example, 0.34 means a 34% yield). (1) The reactants are [CH:1]([C:3]1[CH:4]=[C:5]2[C:9](=[CH:10][CH:11]=1)[NH:8][CH:7]=[CH:6]2)=O.[C:23]([O:22][C:20](O[C:20]([O:22][C:23]([CH3:26])([CH3:25])[CH3:24])=[O:21])=[O:21])([CH3:26])([CH3:25])[CH3:24].[NH:27]1[CH2:32][CH2:31][CH:30]([CH2:33][OH:34])[CH2:29][CH2:28]1.C(O)(=O)C.C(O[BH-](OC(=O)C)OC(=O)C)(=O)C.[Na+]. The catalyst is C(#N)C.CN(C1C=CN=CC=1)C. The product is [OH:34][CH2:33][CH:30]1[CH2:31][CH2:32][N:27]([CH2:1][C:3]2[CH:4]=[C:5]3[C:9](=[CH:10][CH:11]=2)[N:8]([C:20]([O:22][C:23]([CH3:24])([CH3:25])[CH3:26])=[O:21])[CH:7]=[CH:6]3)[CH2:28][CH2:29]1. The yield is 0.600. (2) The reactants are [CH2:1]([C:3]1[N:4]([C:28]2[CH:33]=[CH:32][C:31]([OH:34])=[CH:30][CH:29]=2)[C:5](=[O:27])[C:6]([CH2:12][C:13]2[CH:18]=[CH:17][C:16]([C:19]3[C:20]([C:25]#[N:26])=[CH:21][CH:22]=[CH:23][CH:24]=3)=[CH:15][CH:14]=2)=[C:7]([CH2:9][CH2:10][CH3:11])[N:8]=1)[CH3:2].[CH3:35][N:36]1[CH2:41][CH2:40][CH:39](O)[CH2:38][CH2:37]1.C1(P(C2C=CC=CC=2)C2C=CC=CC=2)C=CC=CC=1.[N:63]([C:64]([O:66]C(C)C)=[O:65])=[N:63][C:64]([O:66]C(C)C)=[O:65]. The catalyst is O1CCCC1.O. The product is [CH2:1]([C:3]1[N:4]([C:28]2[CH:33]=[CH:32][C:31]([O:34][CH:39]3[CH2:40][CH2:41][N:36]([CH3:35])[CH2:37][CH2:38]3)=[CH:30][CH:29]=2)[C:5](=[O:27])[C:6]([CH2:12][C:13]2[CH:18]=[CH:17][C:16]([C:19]3[CH:24]=[CH:23][CH:22]=[CH:21][C:20]=3[C:25]3[NH:63][C:64](=[O:65])[O:66][N:26]=3)=[CH:15][CH:14]=2)=[C:7]([CH2:9][CH2:10][CH3:11])[N:8]=1)[CH3:2]. The yield is 0.250. (3) The reactants are [NH2:1][C:2]1[CH:3]=[N:4][N:5]([CH3:21])[C:6]=1[O:7][CH:8]1[CH2:13][CH2:12][N:11](C(OC(C)(C)C)=O)[CH2:10][CH2:9]1.C(OC([NH:29][C:30]1[S:34][C:33]([C:35]2[C:40]([F:41])=[CH:39][CH:38]=[CH:37][C:36]=2[F:42])=[N:32][C:31]=1[C:43](O)=[O:44])=O)(C)(C)C.CN(C(ON1N=NC2C=CC=NC1=2)=[N+](C)C)C.F[P-](F)(F)(F)(F)F. No catalyst specified. The product is [NH2:29][C:30]1[S:34][C:33]([C:35]2[C:40]([F:41])=[CH:39][CH:38]=[CH:37][C:36]=2[F:42])=[N:32][C:31]=1[C:43]([NH:1][C:2]1[CH:3]=[N:4][N:5]([CH3:21])[C:6]=1[O:7][CH:8]1[CH2:9][CH2:10][NH:11][CH2:12][CH2:13]1)=[O:44]. The yield is 0.0900. (4) The reactants are [C:1]([O:5][C:6]([CH3:9])(C)C)(=[O:4])NN.C(N(CC)CC)C.Cl.C(O[NH:21][CH2:22][C:23]1[CH:24]=[C:25]2[C:29](=[CH:30][CH:31]=1)[NH:28][N:27]=[C:26]2[C:32]1[CH:37]=[CH:36][C:35]([F:38])=[CH:34][CH:33]=1)C.[NH2:39][NH:40][C:41]([CH2:43][CH2:44]C([O-])=O)=O. The product is [F:38][C:35]1[CH:36]=[CH:37][C:32]([C:26]2[C:25]3[C:29](=[CH:30][CH:31]=[C:23]([C:22]4[NH:21][C:41]([CH2:43][CH2:44][C:1]([O:5][CH2:6][CH3:9])=[O:4])=[N:40][N:39]=4)[CH:24]=3)[NH:28][N:27]=2)=[CH:33][CH:34]=1. The catalyst is C(O)C.ClCCl. The yield is 0.160. (5) The product is [NH2:1][C:2]1[C:7]([C:8]#[N:9])=[C:6]([NH:10][C@H:11]([C:13]2[N:17]([CH3:18])[C:16]3[C:19]([C:29]4[CH:30]=[CH:31][C:26]([C:24]#[N:25])=[CH:27][CH:28]=4)=[CH:20][CH:21]=[CH:22][C:15]=3[N:14]=2)[CH3:12])[N:5]=[CH:4][N:3]=1. The catalyst is O1CCOCC1.O.C1C=CC([P]([Pd]([P](C2C=CC=CC=2)(C2C=CC=CC=2)C2C=CC=CC=2)([P](C2C=CC=CC=2)(C2C=CC=CC=2)C2C=CC=CC=2)[P](C2C=CC=CC=2)(C2C=CC=CC=2)C2C=CC=CC=2)(C2C=CC=CC=2)C2C=CC=CC=2)=CC=1. The reactants are [NH2:1][C:2]1[C:7]([C:8]#[N:9])=[C:6]([NH:10][C@H:11]([C:13]2[N:17]([CH3:18])[C:16]3[C:19](Br)=[CH:20][CH:21]=[CH:22][C:15]=3[N:14]=2)[CH3:12])[N:5]=[CH:4][N:3]=1.[C:24]([C:26]1[CH:31]=[CH:30][C:29](B(O)O)=[CH:28][CH:27]=1)#[N:25].C([O-])([O-])=O.[Cs+].[Cs+]. The yield is 0.340.